This data is from Catalyst prediction with 721,799 reactions and 888 catalyst types from USPTO. The task is: Predict which catalyst facilitates the given reaction. (1) Reactant: C([O:8][C:9]1[CH:14]=[CH:13][C:12]([C:15]2[NH:19][C:18]([C@@H:20]3[CH2:24][CH2:23][CH2:22][N:21]3[C:25]([O:27][C:28]([CH3:31])([CH3:30])[CH3:29])=[O:26])=[N:17][CH:16]=2)=[CH:11][CH:10]=1)C1C=CC=CC=1.C([O-])=O.[NH4+]. Product: [OH:8][C:9]1[CH:14]=[CH:13][C:12]([C:15]2[NH:19][C:18]([C@@H:20]3[CH2:24][CH2:23][CH2:22][N:21]3[C:25]([O:27][C:28]([CH3:31])([CH3:30])[CH3:29])=[O:26])=[N:17][CH:16]=2)=[CH:11][CH:10]=1. The catalyst class is: 582. (2) Reactant: [CH3:1][NH:2][CH3:3].[NH:4]1[CH:8]=[CH:7][N:6]=[N:5]1.[CH2:9]([Si:11]([CH2:26][CH3:27])([CH2:24][CH3:25])[C:12]#[C:13][CH2:14][O:15][CH2:16][CH:17]1[CH2:22][CH2:21][C:20](=O)[CH2:19][CH2:18]1)[CH3:10]. Product: [CH3:1][N:2]([CH3:3])[C:20]1([N:4]2[CH:8]=[CH:7][N:6]=[N:5]2)[CH2:21][CH2:22][CH:17]([CH2:16][O:15][CH2:14][C:13]#[C:12][Si:11]([CH2:26][CH3:27])([CH2:24][CH3:25])[CH2:9][CH3:10])[CH2:18][CH2:19]1. The catalyst class is: 7.